Dataset: Reaction yield outcomes from USPTO patents with 853,638 reactions. Task: Predict the reaction yield, written as a fraction of the theoretical maximum amount of product (1.0 means a 100% yield; for example, 0.34 means a 34% yield). (1) The reactants are [CH3:1][N:2]([S:20]([C:23]1[S:24][CH:25]=[CH:26][CH:27]=1)(=[O:22])=[O:21])[C:3]1[CH:4]=[CH:5][CH:6]=[C:7]2[C:11]=1[NH:10][C:9]([C:12]1[S:13][CH:14]([C:17]([OH:19])=[O:18])[CH2:15][N:16]=1)=[CH:8]2.N1(O)C2C=CC=C[C:31]=2N=N1.Cl.CN(C)CCCN=C=NCC.C(O)(=O)CC(CC(O)=O)(C(O)=O)O. The catalyst is CN(C)C=O.CN(C1C=CN=CC=1)C.CO. The product is [CH3:1][N:2]([S:20]([C:23]1[S:24][CH:25]=[CH:26][CH:27]=1)(=[O:22])=[O:21])[C:3]1[CH:4]=[CH:5][CH:6]=[C:7]2[C:11]=1[NH:10][C:9]([C:12]1[S:13][CH:14]([C:17]([O:19][CH3:31])=[O:18])[CH2:15][N:16]=1)=[CH:8]2. The yield is 0.650. (2) The reactants are C(O)(=O)C.C(O)(=O)C.IC1C=CC=CC=1.[Cl:16][C:17]1[N:22]=[C:21]([N:23]2[CH2:28][CH2:27][O:26][CH2:25][C@H:24]2[CH3:29])[CH:20]=[C:19]([CH2:30][S:31]([CH3:33])=[O:32])[N:18]=1.[F:34][C:35]([F:40])([F:39])[C:36]([NH2:38])=[O:37].[O-2].[Mg+2]. The catalyst is C(Cl)Cl.CC([O-])=O.CC([O-])=O.CC([O-])=O.CC([O-])=O.[Rh+2].[Rh+2]. The product is [Cl:16][C:17]1[N:18]=[C:19]([CH2:30][S:31]([CH3:33])(=[O:32])=[N:38][C:36](=[O:37])[C:35]([F:40])([F:39])[F:34])[CH:20]=[C:21]([N:23]2[CH2:28][CH2:27][O:26][CH2:25][C@H:24]2[CH3:29])[N:22]=1. The yield is 0.820.